From a dataset of Reaction yield outcomes from USPTO patents with 853,638 reactions. Predict the reaction yield, written as a fraction of the theoretical maximum amount of product (1.0 means a 100% yield; for example, 0.34 means a 34% yield). (1) The reactants are [Cl:1][C:2]1[CH:3]=[C:4]([C:8]2[C:13]([O:14][CH3:15])=[CH:12][CH:11]=[C:10]([CH2:16][C:17]3[CH:18]=[CH:19][C:20]([NH2:23])=[N:21][CH:22]=3)[C:9]=2[F:24])[CH:5]=[CH:6][CH:7]=1.[CH3:25][C:26](OC(C)=O)=[O:27]. The catalyst is N1C=CC=CC=1. The product is [Cl:1][C:2]1[CH:3]=[C:4]([C:8]2[C:13]([O:14][CH3:15])=[CH:12][CH:11]=[C:10]([CH2:16][C:17]3[CH:18]=[CH:19][C:20]([NH:23][C:26](=[O:27])[CH3:25])=[N:21][CH:22]=3)[C:9]=2[F:24])[CH:5]=[CH:6][CH:7]=1. The yield is 0.850. (2) The reactants are [Cl:1][C:2]1[N:11]=[C:10]2[C:5]([CH:6]=[CH:7][C:8]([NH:12][CH:13]([C:22]3[CH:30]=[CH:29][CH:28]=[CH:27][C:23]=3[C:24](O)=[O:25])[CH2:14][C:15](=[O:21])[CH2:16][CH2:17][CH:18]([CH3:20])[CH3:19])=[N:9]2)=[CH:4][CH:3]=1.C(O)C. The catalyst is O. The product is [Cl:1][C:2]1[N:11]=[C:10]2[C:5]([CH:6]=[CH:7][C:8]([N:12]3[CH:13]([CH2:14][C:15](=[O:21])[CH2:16][CH2:17][CH:18]([CH3:19])[CH3:20])[C:22]4[C:23](=[CH:27][CH:28]=[CH:29][CH:30]=4)[C:24]3=[O:25])=[N:9]2)=[CH:4][CH:3]=1. The yield is 0.360. (3) The reactants are [NH:1]1[CH2:7][CH:6]([CH2:8][OH:9])[CH2:5][NH:4][CH2:3][CH2:2]1.[CH2:10]([N:17]1[C:25]2[C:24](=[O:26])[N:23]([CH3:27])[C:22](=[O:28])[N:21]([CH3:29])[C:20]=2[N:19]=[C:18]1Cl)[C:11]1[CH:16]=[CH:15][CH:14]=[CH:13][CH:12]=1.C(=O)([O-])[O-].[K+].[K+]. The catalyst is CN(C=O)C. The product is [CH2:10]([N:17]1[C:25]2[C:24](=[O:26])[N:23]([CH3:27])[C:22](=[O:28])[N:21]([CH3:29])[C:20]=2[N:19]=[C:18]1[N:1]1[CH2:7][CH:6]([CH2:8][OH:9])[CH2:5][NH:4][CH2:3][CH2:2]1)[C:11]1[CH:16]=[CH:15][CH:14]=[CH:13][CH:12]=1. The yield is 0.0100. (4) The product is [CH3:1][NH:2][C:3]([C:5]1[N:6]=[N:7][S:8][C:9]=1[NH2:10])=[O:4]. The catalyst is O1CCOCC1. The yield is 0.480. The reactants are [CH3:1][NH:2][C:3]([C:5]1[N:6]=[N:7][S:8][C:9]=1[NH:10]C(OC(C)(C)C)=O)=[O:4].Cl. (5) The reactants are [Cl:1][CH:2]([Cl:12])[C:3]1[CH:8]=[CH:7][C:6](C(Cl)Cl)=[CH:5][CH:4]=1.CC1C=CC(C=O)=CC=1.P(Cl)(Cl)(Cl)(Cl)Cl. No catalyst specified. The product is [Cl:1][CH:2]([Cl:12])[C:3]1[CH:8]=[CH:7][CH:6]=[CH:5][CH:4]=1. The yield is 0.965. (6) The reactants are [CH2:1]([N:3]([C:15]1[C:24]([O:25][CH2:26][CH2:27][CH2:28][CH2:29][CH2:30][CH3:31])=[CH:23][C:22]2[C:21]([CH3:33])([CH3:32])[CH2:20][CH:19]=[C:18]([CH3:34])[C:17]=2[CH:16]=1)[C:4]1[CH:14]=[CH:13][C:7]([C:8]([O:10]CC)=[O:9])=[CH:6][CH:5]=1)[CH3:2].[OH-].[K+]. No catalyst specified. The product is [CH2:1]([N:3]([C:15]1[C:24]([O:25][CH2:26][CH2:27][CH2:28][CH2:29][CH2:30][CH3:31])=[CH:23][C:22]2[C:21]([CH3:32])([CH3:33])[CH2:20][CH:19]=[C:18]([CH3:34])[C:17]=2[CH:16]=1)[C:4]1[CH:14]=[CH:13][C:7]([C:8]([OH:10])=[O:9])=[CH:6][CH:5]=1)[CH3:2]. The yield is 0.270. (7) The catalyst is O. The product is [CH3:12][O:11][C:5]1[CH:4]=[C:3]([O:2][CH3:1])[CH:8]=[C:7]([O:9][CH3:10])[C:6]=1/[CH:17]=[CH:16]/[C:15]([O:14][CH3:13])=[O:21]. The reactants are [CH3:1][O:2][C:3]1[CH:8]=[C:7]([O:9][CH3:10])[CH:6]=[C:5]([O:11][CH3:12])[CH:4]=1.[CH3:13][O:14][CH:15]([O:21]C)[CH2:16][C:17](OC)=O.C(O)(=O)C.Cl. The yield is 0.980. (8) The reactants are [CH2:1]1[O:13][C:12]2[CH:11]=[C:10]3[C:5]([C:6]([N:14]([CH2:28][CH2:29][N:30]4[CH2:34][CH2:33][CH2:32][CH2:31]4)[C:15](=[O:27])[C:16]4[CH:21]=[C:20]([O:22][CH3:23])[C:19]([O:24][CH3:25])=[CH:18][C:17]=4I)=[CH:7][CH:8]=[N:9]3)=[CH:4][C:3]=2[O:2]1. The catalyst is C(Cl)(Cl)Cl. The product is [CH3:23][O:22][C:20]1[C:19]([O:24][CH3:25])=[CH:18][C:17]2[C:7]3[C:6](=[C:5]4[CH:4]=[C:3]5[O:2][CH2:1][O:13][C:12]5=[CH:11][C:10]4=[N:9][CH:8]=3)[N:14]([CH2:28][CH2:29][N:30]3[CH2:34][CH2:33][CH2:32][CH2:31]3)[C:15](=[O:27])[C:16]=2[CH:21]=1. The yield is 0.360. (9) The reactants are [CH:1]1[C:10]2[N:9]3[CH:11]=[CH:12][CH:13]=[C:8]3[C:7]3([CH2:18][CH2:17][N:16]([C:19]([O:21][C:22]([CH3:25])([CH3:24])[CH3:23])=[O:20])[CH2:15][CH2:14]3)[O:6][C:5]=2[N:4]=[CH:3][CH:2]=1.[F:26][C:27]([F:42])([F:41])[S+]1C2C=CC=CC=2C2C=CC=CC1=2.O. The catalyst is CN(C=O)C. The product is [F:26][C:27]([F:42])([F:41])[C:11]1[N:9]2[C:10]3[CH:1]=[CH:2][CH:3]=[N:4][C:5]=3[O:6][C:7]3([CH2:18][CH2:17][N:16]([C:19]([O:21][C:22]([CH3:25])([CH3:24])[CH3:23])=[O:20])[CH2:15][CH2:14]3)[C:8]2=[CH:13][CH:12]=1. The yield is 0.560.